From a dataset of Reaction yield outcomes from USPTO patents with 853,638 reactions. Predict the reaction yield, written as a fraction of the theoretical maximum amount of product (1.0 means a 100% yield; for example, 0.34 means a 34% yield). (1) The reactants are [CH:1]([N:14]1[C:22]2[C:17](=[CH:18][C:19]([Cl:23])=[CH:20][CH:21]=2)[C:16]([CH2:24][CH2:25][S:26]([C:29]2[CH:38]=[CH:37][C:32]([C:33]([O:35]C)=[O:34])=[CH:31][CH:30]=2)(=[O:28])=[O:27])=[C:15]1[CH2:39][CH2:40][NH:41][S:42]([CH2:45][C:46]1[CH:51]=[CH:50][CH:49]=[CH:48][CH:47]=1)(=[O:44])=[O:43])([C:8]1[CH:13]=[CH:12][CH:11]=[CH:10][CH:9]=1)[C:2]1[CH:7]=[CH:6][CH:5]=[CH:4][CH:3]=1.C1COCC1.[OH-].[Na+]. The catalyst is CO. The product is [CH:1]([N:14]1[C:22]2[C:17](=[CH:18][C:19]([Cl:23])=[CH:20][CH:21]=2)[C:16]([CH2:24][CH2:25][S:26]([C:29]2[CH:30]=[CH:31][C:32]([C:33]([OH:35])=[O:34])=[CH:37][CH:38]=2)(=[O:28])=[O:27])=[C:15]1[CH2:39][CH2:40][NH:41][S:42]([CH2:45][C:46]1[CH:47]=[CH:48][CH:49]=[CH:50][CH:51]=1)(=[O:43])=[O:44])([C:2]1[CH:3]=[CH:4][CH:5]=[CH:6][CH:7]=1)[C:8]1[CH:13]=[CH:12][CH:11]=[CH:10][CH:9]=1. The yield is 0.920. (2) The reactants are [NH:1]1[C:5]2=[N:6][CH:7]=[CH:8][CH:9]=[C:4]2[C:3]([CH:10]=[C:11]2[S:15][C:14](=[S:16])[NH:13][C:12]2=[O:17])=[CH:2]1.[CH3:18]I. The catalyst is [OH-].[Na+].CO. The product is [CH3:18][S:16][C:14]1[S:15][C:11](=[CH:10][C:3]2[C:4]3[C:5](=[N:6][CH:7]=[CH:8][CH:9]=3)[NH:1][CH:2]=2)[C:12](=[O:17])[N:13]=1. The yield is 0.960. (3) The reactants are [CH3:1][C:2]1([CH3:15])[C:6]2[CH:7]=[C:8]([CH:11]([OH:14])[CH2:12][CH3:13])[CH:9]=[CH:10][C:5]=2[O:4][CH2:3]1.[Cr](Cl)([O-])(=O)=O.[NH+]1C=CC=CC=1. The catalyst is ClCCl. The product is [CH3:15][C:2]1([CH3:1])[C:6]2[CH:7]=[C:8]([C:11](=[O:14])[CH2:12][CH3:13])[CH:9]=[CH:10][C:5]=2[O:4][CH2:3]1. The yield is 0.580. (4) The reactants are CN(CC1C=C(CN(C)C)C(O)=C(CN(C)C)C=1)C.[C:20]([O:24][C:25]([NH:27][CH2:28][C:29]1[NH:40][C:32]2=[N:33][CH:34]=[C:35]([C:37]([OH:39])=O)[CH:36]=[C:31]2[N:30]=1)=[O:26])([CH3:23])([CH3:22])[CH3:21].C1C=CC2N(O)N=NC=2C=1.[F:51][C:52]([F:56])([F:55])[CH2:53][NH2:54].CCN(C(C)C)C(C)C.C(Cl)CCl. No catalyst specified. The product is [C:20]([O:24][C:25](=[O:26])[NH:27][CH2:28][C:29]1[NH:40][C:32]2=[N:33][CH:34]=[C:35]([C:37]([NH:54][CH2:53][C:52]([F:56])([F:55])[F:51])=[O:39])[CH:36]=[C:31]2[N:30]=1)([CH3:21])([CH3:22])[CH3:23]. The yield is 0.700. (5) The reactants are [NH:1]1[C:9]2[C:4](=[CH:5][CH:6]=[CH:7][CH:8]=2)[C:3]([CH:10]([C:12]2[CH:17]=[CH:16][N:15]=[CH:14][CH:13]=2)O)=[CH:2]1.C([SiH](CC)CC)C.C(O)(C(F)(F)F)=O. The catalyst is C(Cl)Cl. The product is [N:15]1[CH:16]=[CH:17][C:12]([CH2:10][C:3]2[C:4]3[C:9](=[CH:8][CH:7]=[CH:6][CH:5]=3)[NH:1][CH:2]=2)=[CH:13][CH:14]=1. The yield is 0.230. (6) The reactants are Cl[C:2]([O:4][C:5]1[CH:10]=[CH:9][C:8]([C:11](=[O:22])[NH:12][CH2:13][CH2:14][C:15]2[CH:20]=[CH:19][C:18]([Cl:21])=[CH:17][CH:16]=2)=[CH:7][CH:6]=1)=[O:3].[CH:23]1([CH2:26][N:27]2[CH2:32][CH2:31][NH:30][CH2:29][CH2:28]2)[CH2:25][CH2:24]1.[K+].[Br-].C(O)[C@H](O)[C@H]1OC(=O)C(O)=C1O. No catalyst specified. The product is [Cl:21][C:18]1[CH:19]=[CH:20][C:15]([CH2:14][CH2:13][NH:12][C:11]([C:8]2[CH:9]=[CH:10][C:5]([O:4][C:2]([N:30]3[CH2:31][CH2:32][N:27]([CH2:26][CH:23]4[CH2:25][CH2:24]4)[CH2:28][CH2:29]3)=[O:3])=[CH:6][CH:7]=2)=[O:22])=[CH:16][CH:17]=1. The yield is 0.180. (7) The reactants are C[O:2][C:3](=O)[C:4]1[CH:9]=[CH:8][C:7]([CH2:10][CH2:11][CH2:12][CH2:13][O:14][Si:15]([C:18]([CH3:21])([CH3:20])[CH3:19])([CH3:17])[CH3:16])=[CH:6][CH:5]=1.[H-].[Al+3].[Li+].[H-].[H-].[H-]. The catalyst is C1COCC1. The product is [C:18]([Si:15]([CH3:17])([CH3:16])[O:14][CH2:13][CH2:12][CH2:11][CH2:10][C:7]1[CH:6]=[CH:5][C:4]([CH2:3][OH:2])=[CH:9][CH:8]=1)([CH3:19])([CH3:21])[CH3:20]. The yield is 0.890. (8) The reactants are [CH2:1]([NH2:4])[C:2]#[CH:3].[C:5]12[C:11](=[CH:12][CH:13]=[CH:14][CH:15]=1)[NH:10]C(=O)[O:8][C:6]2=O. The catalyst is CN(C=O)C.O.C(Cl)Cl. The product is [NH2:10][C:11]1[CH:12]=[CH:13][CH:14]=[CH:15][C:5]=1[C:6]([NH:4][CH2:1][C:2]#[CH:3])=[O:8]. The yield is 0.510.